This data is from Forward reaction prediction with 1.9M reactions from USPTO patents (1976-2016). The task is: Predict the product of the given reaction. (1) Given the reactants [CH2:1]([O:5][C:6]([N:8]1[CH2:13][CH2:12][N:11]([C:14](=[O:55])[C@@H:15]([NH:25][C:26]([C:28]2[CH:37]=[C:36]([O:38][CH2:39][C:40]([N:42]3[CH2:46][CH2:45][CH2:44][C@H:43]3[C:47](=[O:53])[NH:48][CH:49]3[CH2:52][CH2:51][CH2:50]3)=[O:41])[C:35]3[C:30](=[CH:31][C:32]([CH3:54])=[CH:33][CH:34]=3)[CH:29]=2)=[O:27])[CH2:16][CH2:17][C:18]([O:20]C(C)(C)C)=[O:19])[CH2:10][CH2:9]1)=[O:7])[CH2:2][CH2:3][CH3:4].C(O)(C(F)(F)F)=O, predict the reaction product. The product is: [CH2:1]([O:5][C:6]([N:8]1[CH2:13][CH2:12][N:11]([C:14](=[O:55])[C@@H:15]([NH:25][C:26]([C:28]2[CH:37]=[C:36]([O:38][CH2:39][C:40]([N:42]3[CH2:46][CH2:45][CH2:44][C@H:43]3[C:47](=[O:53])[NH:48][CH:49]3[CH2:52][CH2:51][CH2:50]3)=[O:41])[C:35]3[C:30](=[CH:31][C:32]([CH3:54])=[CH:33][CH:34]=3)[CH:29]=2)=[O:27])[CH2:16][CH2:17][C:18]([OH:20])=[O:19])[CH2:10][CH2:9]1)=[O:7])[CH2:2][CH2:3][CH3:4]. (2) Given the reactants [CH:1]([C:3]1[CH:10]=[CH:9][C:6]([C:7]#[N:8])=[CH:5][C:4]=1[OH:11])=O.C([O-])(=O)C.[Na+].Cl.[NH2:18][OH:19], predict the reaction product. The product is: [OH:11][C:4]1[CH:5]=[C:6]([CH:9]=[CH:10][C:3]=1[CH:1]=[N:18][OH:19])[C:7]#[N:8].